This data is from Forward reaction prediction with 1.9M reactions from USPTO patents (1976-2016). The task is: Predict the product of the given reaction. (1) Given the reactants Cl[C:2]1[C:3]([C:8]2[CH:13]=[C:12]([S:14][CH3:15])[N:11]=[CH:10][N:9]=2)=[N:4][CH:5]=[CH:6][N:7]=1.[Cl:16][C:17]1[C:23]([O:24][CH3:25])=[CH:22][C:21]([O:26][CH3:27])=[C:20]([Cl:28])[C:18]=1[NH2:19].C1C=CC(P(C2C(OC3C(P(C4C=CC=CC=4)C4C=CC=CC=4)=CC=CC=3)=CC=CC=2)C2C=CC=CC=2)=CC=1.C(=O)([O-])[O-].[Cs+].[Cs+], predict the reaction product. The product is: [Cl:16][C:17]1[C:23]([O:24][CH3:25])=[CH:22][C:21]([O:26][CH3:27])=[C:20]([Cl:28])[C:18]=1[NH:19][C:2]1[C:3]([C:8]2[CH:13]=[C:12]([S:14][CH3:15])[N:11]=[CH:10][N:9]=2)=[N:4][CH:5]=[CH:6][N:7]=1. (2) Given the reactants [F:1][C:2]([F:16])([F:15])[C:3](=O)/[CH:4]=[CH:5]/[C:6]1[CH:11]=[CH:10][C:9]([F:12])=[CH:8][C:7]=1[F:13].[C:17]1([NH:23][NH2:24])[CH:22]=[CH:21][CH:20]=[CH:19][CH:18]=1.C(O)C, predict the reaction product. The product is: [C:17]1([N:23]2[CH:5]([C:6]3[CH:11]=[CH:10][C:9]([F:12])=[CH:8][C:7]=3[F:13])[CH2:4][C:3]([C:2]([F:16])([F:15])[F:1])=[N:24]2)[CH:22]=[CH:21][CH:20]=[CH:19][CH:18]=1. (3) Given the reactants C[O:2][C:3]([C:5]1[N:6]([CH2:10][C:11]2[N:12]([CH3:28])[N:13]=[C:14]3[C:19]=2[CH:18]=[CH:17][CH:16]=[C:15]3[C:20]2[CH:25]=[CH:24][C:23]([Cl:26])=[CH:22][C:21]=2[Cl:27])[N:7]=[CH:8][N:9]=1)=O.[C-]#[N:30].[Na+].N, predict the reaction product. The product is: [Cl:27][C:21]1[CH:22]=[C:23]([Cl:26])[CH:24]=[CH:25][C:20]=1[C:15]1[C:14]2[C:19](=[C:11]([CH2:10][N:6]3[C:5]([C:3]([NH2:30])=[O:2])=[N:9][CH:8]=[N:7]3)[N:12]([CH3:28])[N:13]=2)[CH:18]=[CH:17][CH:16]=1.